Dataset: Full USPTO retrosynthesis dataset with 1.9M reactions from patents (1976-2016). Task: Predict the reactants needed to synthesize the given product. (1) Given the product [Cl:26][C:16]1[N:17]=[N:18][C:19]([CH:20]2[CH2:22][CH2:21]2)=[C:14]([C:11]2[CH:12]=[CH:13][C:8]([O:7][CH:1]3[CH2:6][CH2:5][CH2:4][CH2:3][CH2:2]3)=[CH:9][CH:10]=2)[CH:15]=1, predict the reactants needed to synthesize it. The reactants are: [CH:1]1([O:7][C:8]2[CH:13]=[CH:12][C:11]([C:14]3[C:19]([CH:20]4[CH2:22][CH2:21]4)=[N:18][NH:17][C:16](=O)[CH:15]=3)=[CH:10][CH:9]=2)[CH2:6][CH2:5][CH2:4][CH2:3][CH2:2]1.P(Cl)(Cl)([Cl:26])=O. (2) Given the product [CH3:1][C:2]1[CH:7]=[C:6]([CH3:8])[CH:5]=[C:4]([CH3:9])[C:3]=1[CH2:20][C:19]([O:22][CH2:23][CH3:24])=[O:21], predict the reactants needed to synthesize it. The reactants are: [CH3:1][C:2]1[CH:7]=[C:6]([CH3:8])[CH:5]=[C:4]([CH3:9])[C:3]=1B(O)O.CCCCCC.[C:19]([O:22][CH2:23][CH3:24])(=[O:21])[CH3:20]. (3) Given the product [CH3:23][C:17]1[CH:16]=[N:15][C:14]([CH2:13][S+:11]([O-:12])[C:9]2[NH:8][C:7]3[CH:24]=[CH:25][C:4]([O:3][CH3:2])=[CH:5][C:6]=3[N:10]=2)=[C:19]([CH3:20])[C:18]=1[O:21][CH3:22], predict the reactants needed to synthesize it. The reactants are: [Na].[CH3:2][O:3][C:4]1[CH:25]=[CH:24][C:7]2[NH:8][C:9]([S:11]([CH2:13][C:14]3[C:19]([CH3:20])=[C:18]([O:21][CH3:22])[C:17]([CH3:23])=[CH:16][N:15]=3)=[O:12])=[N:10][C:6]=2[CH:5]=1.C([C@](C([O-])=O)(O)[C@](CC)(O)C([O-])=O)C.C(N(CC)CC)C.C(O)(=O)[C@H](C1C=CC=CC=1)O.